From a dataset of NCI-60 drug combinations with 297,098 pairs across 59 cell lines. Regression. Given two drug SMILES strings and cell line genomic features, predict the synergy score measuring deviation from expected non-interaction effect. Drug 1: CC12CCC(CC1=CCC3C2CCC4(C3CC=C4C5=CN=CC=C5)C)O. Drug 2: CS(=O)(=O)CCNCC1=CC=C(O1)C2=CC3=C(C=C2)N=CN=C3NC4=CC(=C(C=C4)OCC5=CC(=CC=C5)F)Cl. Cell line: TK-10. Synergy scores: CSS=9.01, Synergy_ZIP=-4.79, Synergy_Bliss=2.49, Synergy_Loewe=-7.00, Synergy_HSA=1.08.